Dataset: Full USPTO retrosynthesis dataset with 1.9M reactions from patents (1976-2016). Task: Predict the reactants needed to synthesize the given product. (1) Given the product [CH3:33][O:34][C:35]1[CH:36]=[C:37]([CH3:58])[C:38]([S:42]([N:45]2[CH2:50][CH2:49][CH2:48][CH2:47][CH:46]2[CH2:51][CH2:52][CH2:53][S:54]([N:13]2[CH2:12][CH2:11][C:10]3([CH2:9][CH2:8][C:7]([C:3]4[CH:2]=[N:1][CH:6]=[CH:5][CH:4]=4)([O:18][CH2:19][CH2:20][N:21]4[CH2:25][CH2:24][CH2:23][CH2:22]4)[CH2:17][CH2:16]3)[CH2:15][CH2:14]2)(=[O:55])=[O:56])(=[O:44])=[O:43])=[C:39]([CH3:41])[CH:40]=1, predict the reactants needed to synthesize it. The reactants are: [N:1]1[CH:6]=[CH:5][CH:4]=[C:3]([C:7]2([O:18][CH2:19][CH2:20][N:21]3[CH2:25][CH2:24][CH2:23][CH2:22]3)[CH2:17][CH2:16][C:10]3([CH2:15][CH2:14][NH:13][CH2:12][CH2:11]3)[CH2:9][CH2:8]2)[CH:2]=1.C(N(CC)CC)C.[CH3:33][O:34][C:35]1[CH:40]=[C:39]([CH3:41])[C:38]([S:42]([N:45]2[CH2:50][CH2:49][CH2:48][CH2:47][CH:46]2[CH2:51][CH2:52][CH2:53][S:54](Cl)(=[O:56])=[O:55])(=[O:44])=[O:43])=[C:37]([CH3:58])[CH:36]=1. (2) Given the product [Cl:8][C:9]1[CH:14]=[CH:13][C:12]([CH2:15][C@@H:16]([C:20]2[CH:25]=[CH:24][CH:23]=[C:22]([C:26]#[N:27])[CH:21]=2)[C@@H:17]([NH:19][C:30](=[O:31])[C:29]([OH:28])([CH3:34])[CH3:33])[CH3:18])=[CH:11][CH:10]=1, predict the reactants needed to synthesize it. The reactants are: CN1CCOCC1.[Cl:8][C:9]1[CH:14]=[CH:13][C:12]([CH2:15][C@@H:16]([C:20]2[CH:25]=[CH:24][CH:23]=[C:22]([C:26]#[N:27])[CH:21]=2)[C@@H:17]([NH2:19])[CH3:18])=[CH:11][CH:10]=1.[OH:28][C:29]([CH3:34])([CH3:33])[C:30](O)=[O:31].C1CN([P+](ON2N=NC3C=CC=CC2=3)(N2CCCC2)N2CCCC2)CC1.F[P-](F)(F)(F)(F)F.